The task is: Predict the reactants needed to synthesize the given product.. This data is from Full USPTO retrosynthesis dataset with 1.9M reactions from patents (1976-2016). The reactants are: C(OC([N:8]1[CH2:13][CH2:12][CH:11]([CH2:14][C:15](=[O:41])[NH:16][C:17]2[S:18][C:19]3[CH:25]=[C:24]([O:26][S:27]([C:30]4[CH:35]=[CH:34][C:33]([NH:36][CH2:37][CH:38]([CH3:40])[CH3:39])=[CH:32][CH:31]=4)(=[O:29])=[O:28])[CH:23]=[CH:22][C:20]=3[N:21]=2)[CH2:10][CH2:9]1)=O)(C)(C)C.[ClH:42]. Given the product [ClH:42].[NH:8]1[CH2:13][CH2:12][CH:11]([CH2:14][C:15]([NH:16][C:17]2[S:18][C:19]3[CH:25]=[C:24]([O:26][S:27]([C:30]4[CH:31]=[CH:32][C:33]([NH:36][CH2:37][CH:38]([CH3:40])[CH3:39])=[CH:34][CH:35]=4)(=[O:29])=[O:28])[CH:23]=[CH:22][C:20]=3[N:21]=2)=[O:41])[CH2:10][CH2:9]1, predict the reactants needed to synthesize it.